The task is: Predict the reaction yield, written as a fraction of the theoretical maximum amount of product (1.0 means a 100% yield; for example, 0.34 means a 34% yield).. This data is from Reaction yield outcomes from USPTO patents with 853,638 reactions. (1) No catalyst specified. The product is [CH3:1][C:2]1([CH3:18])[CH:7]2[CH2:8][CH:3]1[CH2:4][CH:5]=[C:6]2[C:9]1([CH3:17])[N:13]([CH3:14])[C:12](=[O:15])[N:11]([CH2:20][C:21](=[O:22])[C:23]2[CH:28]=[CH:27][CH:26]=[CH:25][CH:24]=2)[C:10]1=[O:16]. The yield is 0.0800. The reactants are [CH3:1][C:2]1([CH3:18])[CH:7]2[CH2:8][CH:3]1[CH2:4][CH:5]=[C:6]2[C:9]1([CH3:17])[N:13]([CH3:14])[C:12](=[O:15])[NH:11][C:10]1=[O:16].Br[CH2:20][C:21]([C:23]1[CH:28]=[CH:27][CH:26]=[CH:25][CH:24]=1)=[O:22]. (2) The reactants are C([O:8][C:9]([C@H:11]1[CH2:15][CH2:14][CH2:13][N:12]1[C:16](=[O:36])[CH2:17][CH2:18][C:19]([N:21]1[CH2:25][CH2:24][CH2:23][C@@H:22]1[C:26]([O:28]CC1C=CC=CC=1)=[O:27])=[O:20])=[O:10])C1C=CC=CC=1.[H][H]. The yield is 1.00. The product is [C:26]([C@H:22]1[CH2:23][CH2:24][CH2:25][N:21]1[C:19](=[O:20])[CH2:18][CH2:17][C:16]([N:12]1[CH2:13][CH2:14][CH2:15][C@@H:11]1[C:9]([OH:10])=[O:8])=[O:36])([OH:28])=[O:27]. The catalyst is C(O)C.[Pd]. (3) The reactants are [F:1][C@@H:2]1[CH2:6][N:5]([C:7]([C:9]2[C:10]([C:16]3[CH:21]=[CH:20][C:19]([O:22][CH2:23][CH:24]4[CH2:29][CH2:28][N:27]([CH2:30][C:31]([F:34])([CH3:33])[CH3:32])[CH2:26][CH2:25]4)=[CH:18][CH:17]=3)=[CH:11][CH:12]=[CH:13][C:14]=2[F:15])=[O:8])[C@H:4]([C:35](O)=[O:36])[CH2:3]1.[Cl-].[NH4+].C(Cl)CCl.C1C=CC2N(O)N=[N:50]C=2C=1.CCN(C(C)C)C(C)C. The catalyst is CN(C=O)C. The product is [F:1][C@@H:2]1[CH2:6][N:5]([C:7]([C:9]2[C:10]([C:16]3[CH:21]=[CH:20][C:19]([O:22][CH2:23][CH:24]4[CH2:25][CH2:26][N:27]([CH2:30][C:31]([F:34])([CH3:32])[CH3:33])[CH2:28][CH2:29]4)=[CH:18][CH:17]=3)=[CH:11][CH:12]=[CH:13][C:14]=2[F:15])=[O:8])[C@H:4]([C:35]([NH2:50])=[O:36])[CH2:3]1. The yield is 0.150. (4) The reactants are [CH3:1][C:2]1[CH:7]=[CH:6][C:5]([CH3:8])=[CH:4][C:3]=1[C:9]1[CH:18]=[C:17]2[C:12]([C:13]([NH2:20])=[N:14][C:15]([NH2:19])=[N:16]2)=[CH:11][CH:10]=1.I[CH3:22].[H-].[Na+].O. The catalyst is CN(C)C=O. The product is [CH3:1][C:2]1[CH:7]=[CH:6][C:5]([CH3:8])=[CH:4][C:3]=1[C:9]1[CH:18]=[C:17]2[C:12]([C:13]([NH:20][CH3:22])=[N:14][C:15]([NH2:19])=[N:16]2)=[CH:11][CH:10]=1. The yield is 0.114. (5) The reactants are [CH3:1][C:2]([CH3:27])([CH3:26])[C@H:3]([N:11]1[CH2:15][C:14](=[O:16])[N:13]([CH2:17][C:18]2[CH:23]=[CH:22][CH:21]=[C:20]([CH3:24])[N:19]=2)[C:12]1=[O:25])[C:4]([O:6]C(C)(C)C)=[O:5].FC(F)(F)C(O)=O. The catalyst is ClCCl. The product is [CH3:1][C:2]([CH3:27])([CH3:26])[C@H:3]([N:11]1[CH2:15][C:14](=[O:16])[N:13]([CH2:17][C:18]2[CH:23]=[CH:22][CH:21]=[C:20]([CH3:24])[N:19]=2)[C:12]1=[O:25])[C:4]([OH:6])=[O:5]. The yield is 0.810. (6) The reactants are NC([C:10]1[CH:19]=[CH:18][C:17]2[C:12](=[CH:13][CH:14]=[C:15]([O:24][C@H:25]3[CH2:30][CH2:29][C@H:28]([C:31]([CH3:34])(C)C)CC3)[C:16]=2C(F)(F)F)[N:11]=1)(C)COP(=O)(O)O.[CH2:35](O)CCCCCC.C1(P(C2C=CC=CC=2)C2C=CC=CC=2)C=CC=CC=1.N(C(OC(C)C)=O)=NC(OC(C)C)=O. The catalyst is C1COCC1. The product is [CH2:25]([O:24][C:15]1[CH:16]=[C:17]2[C:12](=[CH:13][CH:14]=1)[N:11]=[CH:10][CH:19]=[CH:18]2)[CH2:30][CH2:29][CH2:28][CH2:31][CH2:34][CH3:35]. The yield is 0.880. (7) The reactants are [CH3:1][C:2]1[CH2:7][CH2:6][CH2:5][C:4]([CH3:9])([CH3:8])[C:3]=1[CH:10]=O.[CH2:12]([C:14]1[CH:15]=[C:16]([CH:18]=[CH:19][CH:20]=1)[NH2:17])[CH3:13].C(O)(=O)C.C([BH3-])#N.[Na+]. The catalyst is CO. The product is [CH2:12]([C:14]1[CH:15]=[C:16]([CH:18]=[CH:19][CH:20]=1)[NH:17][CH2:10][C:3]1[C:4]([CH3:9])([CH3:8])[CH2:5][CH2:6][CH2:7][C:2]=1[CH3:1])[CH3:13]. The yield is 0.900.